This data is from NCI-60 drug combinations with 297,098 pairs across 59 cell lines. The task is: Regression. Given two drug SMILES strings and cell line genomic features, predict the synergy score measuring deviation from expected non-interaction effect. (1) Drug 1: C1=NC2=C(N=C(N=C2N1C3C(C(C(O3)CO)O)F)Cl)N. Drug 2: CC=C1C(=O)NC(C(=O)OC2CC(=O)NC(C(=O)NC(CSSCCC=C2)C(=O)N1)C(C)C)C(C)C. Cell line: OVCAR-4. Synergy scores: CSS=16.5, Synergy_ZIP=-3.08, Synergy_Bliss=-0.932, Synergy_Loewe=-25.8, Synergy_HSA=-1.59. (2) Drug 1: CC=C1C(=O)NC(C(=O)OC2CC(=O)NC(C(=O)NC(CSSCCC=C2)C(=O)N1)C(C)C)C(C)C. Drug 2: C(=O)(N)NO. Cell line: NCI/ADR-RES. Synergy scores: CSS=0.406, Synergy_ZIP=1.30, Synergy_Bliss=1.81, Synergy_Loewe=0.298, Synergy_HSA=0.148. (3) Drug 1: C(CC(=O)O)C(=O)CN.Cl. Drug 2: C1CC(=O)NC(=O)C1N2C(=O)C3=CC=CC=C3C2=O. Cell line: BT-549. Synergy scores: CSS=4.85, Synergy_ZIP=-0.241, Synergy_Bliss=-4.08, Synergy_Loewe=-3.96, Synergy_HSA=-2.32. (4) Drug 1: C1=NC2=C(N1)C(=S)N=C(N2)N. Drug 2: C1=CN(C=N1)CC(O)(P(=O)(O)O)P(=O)(O)O. Cell line: 786-0. Synergy scores: CSS=59.4, Synergy_ZIP=-9.42, Synergy_Bliss=-6.47, Synergy_Loewe=-5.74, Synergy_HSA=-1.32. (5) Drug 1: C1CCC(CC1)NC(=O)N(CCCl)N=O. Drug 2: CC1C(C(CC(O1)OC2CC(CC3=C2C(=C4C(=C3O)C(=O)C5=C(C4=O)C(=CC=C5)OC)O)(C(=O)CO)O)N)O.Cl. Cell line: NCI-H226. Synergy scores: CSS=42.0, Synergy_ZIP=3.40, Synergy_Bliss=-2.39, Synergy_Loewe=-15.4, Synergy_HSA=-0.532. (6) Drug 1: C1C(C(OC1N2C=C(C(=O)NC2=O)F)CO)O. Drug 2: CCC1(C2=C(COC1=O)C(=O)N3CC4=CC5=C(C=CC(=C5CN(C)C)O)N=C4C3=C2)O.Cl. Cell line: TK-10. Synergy scores: CSS=25.8, Synergy_ZIP=-5.83, Synergy_Bliss=-1.57, Synergy_Loewe=-3.45, Synergy_HSA=0.698. (7) Drug 1: C1C(C(OC1N2C=NC3=C(N=C(N=C32)Cl)N)CO)O. Drug 2: C1=NC2=C(N=C(N=C2N1C3C(C(C(O3)CO)O)F)Cl)N. Cell line: KM12. Synergy scores: CSS=29.6, Synergy_ZIP=-6.63, Synergy_Bliss=-0.154, Synergy_Loewe=-1.22, Synergy_HSA=0.177. (8) Drug 2: C1=NC(=NC(=O)N1C2C(C(C(O2)CO)O)O)N. Drug 1: CCC1=CC2CC(C3=C(CN(C2)C1)C4=CC=CC=C4N3)(C5=C(C=C6C(=C5)C78CCN9C7C(C=CC9)(C(C(C8N6C)(C(=O)OC)O)OC(=O)C)CC)OC)C(=O)OC.C(C(C(=O)O)O)(C(=O)O)O. Cell line: IGROV1. Synergy scores: CSS=40.3, Synergy_ZIP=-1.06, Synergy_Bliss=3.52, Synergy_Loewe=-1.89, Synergy_HSA=3.85. (9) Drug 1: CC(CN1CC(=O)NC(=O)C1)N2CC(=O)NC(=O)C2. Drug 2: C1=NC2=C(N1)C(=S)N=CN2. Cell line: T-47D. Synergy scores: CSS=5.73, Synergy_ZIP=-2.38, Synergy_Bliss=-1.75, Synergy_Loewe=-1.49, Synergy_HSA=-1.07. (10) Synergy scores: CSS=79.2, Synergy_ZIP=11.2, Synergy_Bliss=9.17, Synergy_Loewe=-10.1, Synergy_HSA=9.55. Cell line: K-562. Drug 2: CC12CCC3C(C1CCC2OP(=O)(O)O)CCC4=C3C=CC(=C4)OC(=O)N(CCCl)CCCl.[Na+]. Drug 1: CC1=C2C(C(=O)C3(C(CC4C(C3C(C(C2(C)C)(CC1OC(=O)C(C(C5=CC=CC=C5)NC(=O)OC(C)(C)C)O)O)OC(=O)C6=CC=CC=C6)(CO4)OC(=O)C)OC)C)OC.